Task: Predict the reaction yield, written as a fraction of the theoretical maximum amount of product (1.0 means a 100% yield; for example, 0.34 means a 34% yield).. Dataset: Reaction yield outcomes from USPTO patents with 853,638 reactions (1) The reactants are ClC(OC(Cl)C)=O.C([N:15]1[CH2:20][CH2:19][CH:18]([NH:21][C:22](=[O:32])[CH2:23][O:24][C:25]2[CH:30]=[CH:29][CH:28]=[C:27]([Cl:31])[CH:26]=2)[CH2:17][CH2:16]1)C1C=CC=CC=1. The catalyst is ClC(Cl)C. The product is [Cl:31][C:27]1[CH:26]=[C:25]([CH:30]=[CH:29][CH:28]=1)[O:24][CH2:23][C:22]([NH:21][CH:18]1[CH2:19][CH2:20][NH:15][CH2:16][CH2:17]1)=[O:32]. The yield is 0.730. (2) The reactants are [Br:1][C:2]1[S:19][C:5]2[C:6](=[O:18])[NH:7][CH2:8][CH:9]([C:10]3[CH:15]=[CH:14][C:13]([Cl:16])=[C:12]([Cl:17])[CH:11]=3)[C:4]=2[CH:3]=1.C[Si]([N-][Si](C)(C)C)(C)C.[Li+].[CH2:30](Br)[CH:31]=[CH2:32]. The catalyst is O1CCCC1. The product is [CH2:32]([N:7]1[CH2:8][CH:9]([C:10]2[CH:15]=[CH:14][C:13]([Cl:16])=[C:12]([Cl:17])[CH:11]=2)[C:4]2[CH:3]=[C:2]([Br:1])[S:19][C:5]=2[C:6]1=[O:18])[CH:31]=[CH2:30]. The yield is 0.870. (3) The reactants are [C:1]1([CH:7](O)[CH2:8][CH3:9])[CH:6]=[CH:5][CH:4]=[CH:3][CH:2]=1.C(N(C(C)C)C(C)C)C.CS([Cl:24])(=O)=O. The catalyst is ClCCl.C(=O)(O)[O-].[Na+]. The product is [Cl:24][CH:7]([C:1]1[CH:6]=[CH:5][CH:4]=[CH:3][CH:2]=1)[CH2:8][CH3:9]. The yield is 0.540. (4) The reactants are [CH:1]1([C:4]2[CH:5]=[CH:6][C:7]([C:15]([OH:17])=O)=[N:8][C:9]=2[O:10][CH2:11][CH:12]2[CH2:14][CH2:13]2)[CH2:3][CH2:2]1.Cl.[F:19][C:20]([F:29])([F:28])[C:21]1([CH2:26][OH:27])[CH2:25][CH2:24][NH:23][CH2:22]1. No catalyst specified. The product is [CH:1]1([C:4]2[CH:5]=[CH:6][C:7]([C:15]([N:23]3[CH2:24][CH2:25][C:21]([CH2:26][OH:27])([C:20]([F:28])([F:29])[F:19])[CH2:22]3)=[O:17])=[N:8][C:9]=2[O:10][CH2:11][CH:12]2[CH2:13][CH2:14]2)[CH2:2][CH2:3]1. The yield is 0.360. (5) The reactants are O[Li].O.[CH3:4][C@H:5]1[C:13]2[C:12]([N:14]3[CH2:19][CH2:18][N:17]([C:20]([O:22][C:23]([CH3:26])([CH3:25])[CH3:24])=[O:21])[CH2:16][CH2:15]3)=[N:11][CH:10]=[N:9][C:8]=2[C@H:7]([O:27]C(=O)C2C=CC([N+]([O-])=O)=CC=2)[CH2:6]1.C1COCC1. The catalyst is O. The product is [OH:27][C@H:7]1[C:8]2[N:9]=[CH:10][N:11]=[C:12]([N:14]3[CH2:19][CH2:18][N:17]([C:20]([O:22][C:23]([CH3:26])([CH3:25])[CH3:24])=[O:21])[CH2:16][CH2:15]3)[C:13]=2[C@H:5]([CH3:4])[CH2:6]1. The yield is 1.00. (6) The reactants are [F-].C([N+](CCCC)(CCCC)CCCC)CCC.[Si]([O:26][CH2:27][C@H:28]([O:30][CH2:31][C@H:32]([O:43][C:44]1[N:49]=[CH:48][N:47]=[C:46]2[N:50]([C:53]3[C:58]([Cl:59])=[CH:57][CH:56]=[CH:55][N:54]=3)[N:51]=[CH:52][C:45]=12)[C:33]([NH:35][C:36]1[CH:41]=[CH:40][C:39]([Cl:42])=[CH:38][N:37]=1)=[O:34])[CH3:29])(C(C)(C)C)(C)C. The catalyst is C1COCC1. The product is [Cl:42][C:39]1[CH:40]=[CH:41][C:36]([NH:35][C:33](=[O:34])[C@@H:32]([O:43][C:44]2[N:49]=[CH:48][N:47]=[C:46]3[N:50]([C:53]4[C:58]([Cl:59])=[CH:57][CH:56]=[CH:55][N:54]=4)[N:51]=[CH:52][C:45]=23)[CH2:31][O:30][C@H:28]([CH3:29])[CH2:27][OH:26])=[N:37][CH:38]=1. The yield is 0.683. (7) The yield is 0.890. The reactants are [C:1](#[N:8])[C:2]1[CH:7]=[CH:6][CH:5]=[CH:4][CH:3]=1.[N-:9]=[N+:10]=[N-:11].[Na+].Cl.C(N(CC)CC)C. The catalyst is C1(C)C(C)=CC=CC=1. The product is [C:2]1([C:1]2[NH:11][N:10]=[N:9][N:8]=2)[CH:7]=[CH:6][CH:5]=[CH:4][CH:3]=1. (8) The reactants are [CH3:1][O:2][CH2:3][CH2:4][CH2:5][N:6]1[C:11]2[CH:12]=[C:13]([N+:16]([O-])=O)[CH:14]=[CH:15][C:10]=2[O:9][C:8]([CH3:20])([CH3:19])[C:7]1=[O:21].[NH4+].[Cl-]. The catalyst is [Zn].O. The product is [NH2:16][C:13]1[CH:14]=[CH:15][C:10]2[O:9][C:8]([CH3:20])([CH3:19])[C:7](=[O:21])[N:6]([CH2:5][CH2:4][CH2:3][O:2][CH3:1])[C:11]=2[CH:12]=1. The yield is 0.990.